Dataset: Forward reaction prediction with 1.9M reactions from USPTO patents (1976-2016). Task: Predict the product of the given reaction. (1) Given the reactants [S:1]1[C:5]2[CH2:6][NH:7][CH2:8][C:4]=2[CH:3]=[C:2]1[C:9]([O:11][CH3:12])=[O:10].[C:13](O)(=[O:18])[C:14]([CH3:17])([CH3:16])[CH3:15].F[P-](F)(F)(F)(F)F.C[N+](C)=C(N(C)C)ON1C2N=CC=CC=2N=N1.CN1CCOCC1, predict the reaction product. The product is: [C:13]([N:7]1[CH2:8][C:4]2[CH:3]=[C:2]([C:9]([O:11][CH3:12])=[O:10])[S:1][C:5]=2[CH2:6]1)(=[O:18])[C:14]([CH3:17])([CH3:16])[CH3:15]. (2) Given the reactants CS([C:5]1[CH:10]=[CH:9][C:8](I)=[CH:7][N:6]=1)(=O)=O.BrC1C=CC(C2OC(C)=C(CC[O:26][S:27]([CH3:30])(=O)=[O:28])N=2)=CC=1.[CH3:32][C:33]1[O:37][C:36]([C:38]2[CH:43]=[CH:42][C:41](B3OC(C)(C)C(C)(C)O3)=[CH:40][CH:39]=2)=[N:35][C:34]=1[CH2:53][CH2:54]O.Br[C:57]1[CH:58]=[N:59][C:60](I)=[N:61][CH:62]=1, predict the reaction product. The product is: [CH3:30][S:27]([C:57]1[CH:58]=[N:59][C:60]([C:41]2[CH:40]=[CH:39][C:38]([C:36]3[O:37][C:33]([CH3:32])=[C:34]([CH2:53][CH2:54][N:6]4[CH2:7][CH2:8][CH2:9][CH:10]4[CH3:5])[N:35]=3)=[CH:43][CH:42]=2)=[N:61][CH:62]=1)(=[O:28])=[O:26]. (3) Given the reactants [CH2:1]([N:3]1[C:11]2[C:6](=[C:7]([OH:13])[CH:8]=[C:9]([F:12])[CH:10]=2)[C:5]([CH2:14][C:15]([OH:17])=O)=[CH:4]1)[CH3:2].[NH:18]1[CH2:23][CH2:22][O:21][CH2:20][CH2:19]1.C(N(CC)CC)C.F[P-](F)(F)(F)(F)F.N1(O[P+](N(C)C)(N(C)C)N(C)C)C2C=CC=CC=2N=N1, predict the reaction product. The product is: [CH2:1]([N:3]1[C:11]2[C:6](=[C:7]([OH:13])[CH:8]=[C:9]([F:12])[CH:10]=2)[C:5]([CH2:14][C:15]([N:18]2[CH2:23][CH2:22][O:21][CH2:20][CH2:19]2)=[O:17])=[CH:4]1)[CH3:2]. (4) Given the reactants [C:1]([C:3]1[CH:4]=[N:5][NH:6][C:7]=1[C:8]1[CH:13]=[CH:12][N:11]=[C:10](S(C)=O)[N:9]=1)#[N:2].[CH3:17][C:18]1[CH:19]=[C:20]([CH:22]=[C:23]([CH3:25])[CH:24]=1)[NH2:21], predict the reaction product. The product is: [C:1]([C:3]1[CH:4]=[N:5][NH:6][C:7]=1[C:8]1[CH:13]=[CH:12][N:11]=[C:10]([NH:21][C:20]2[CH:22]=[C:23]([CH3:25])[CH:24]=[C:18]([CH3:17])[CH:19]=2)[N:9]=1)#[N:2]. (5) Given the reactants C(OC([N:8]1[CH2:13][CH2:12][CH:11]([O:14][C:15]2[CH:16]=[CH:17][C:18]3[O:23][CH2:22][C:21](=[O:24])[NH:20][C:19]=3[CH:25]=2)[CH2:10][CH2:9]1)=O)(C)(C)C.[ClH:26], predict the reaction product. The product is: [ClH:26].[NH:8]1[CH2:9][CH2:10][CH:11]([O:14][C:15]2[CH:16]=[CH:17][C:18]3[O:23][CH2:22][C:21](=[O:24])[NH:20][C:19]=3[CH:25]=2)[CH2:12][CH2:13]1.